This data is from M1 muscarinic receptor antagonist screen with 61,756 compounds. The task is: Binary Classification. Given a drug SMILES string, predict its activity (active/inactive) in a high-throughput screening assay against a specified biological target. The molecule is O=[N+](C(C)(C)\C=N\O)/C=C\N([O-])C(C)(C)\C=N\O. The result is 0 (inactive).